From a dataset of Reaction yield outcomes from USPTO patents with 853,638 reactions. Predict the reaction yield, written as a fraction of the theoretical maximum amount of product (1.0 means a 100% yield; for example, 0.34 means a 34% yield). The yield is 0.650. The reactants are [Cl:1][C:2]1[CH:23]=[C:22]([C:24]([F:27])([F:26])[F:25])[CH:21]=[CH:20][C:3]=1[CH2:4][N:5]1[C:9](/[CH:10]=[CH:11]/[C:12](O)=[O:13])=[CH:8][C:7]([O:15][CH2:16][CH:17]2[CH2:19][CH2:18]2)=[N:6]1.[CH3:28][O:29][CH2:30][CH2:31][CH2:32][S:33]([NH2:36])(=[O:35])=[O:34].N12CCCN=C1CCCCC2. The catalyst is CN(C)C=O. The product is [Cl:1][C:2]1[CH:23]=[C:22]([C:24]([F:27])([F:25])[F:26])[CH:21]=[CH:20][C:3]=1[CH2:4][N:5]1[C:9](/[CH:10]=[CH:11]/[C:12]([NH:36][S:33]([CH2:32][CH2:31][CH2:30][O:29][CH3:28])(=[O:35])=[O:34])=[O:13])=[CH:8][C:7]([O:15][CH2:16][CH:17]2[CH2:19][CH2:18]2)=[N:6]1.